Dataset: Catalyst prediction with 721,799 reactions and 888 catalyst types from USPTO. Task: Predict which catalyst facilitates the given reaction. (1) Product: [CH3:1][O:2][C:3]1[CH:4]=[C:5]([C:9]2[C:13]3=[N:14][C:15]([C:18]4[O:22][C:21]([NH2:23])=[N:20][N:19]=4)=[CH:16][CH:17]=[C:12]3[NH:11][CH:10]=2)[CH:6]=[N:7][CH:8]=1. Reactant: [CH3:1][O:2][C:3]1[CH:4]=[C:5]([C:9]2[C:13]3=[N:14][C:15]([C:18]4[O:22][C:21]([NH2:23])=[N:20][N:19]=4)=[CH:16][CH:17]=[C:12]3[N:11](S(C3C=CC(C)=CC=3)(=O)=O)[CH:10]=2)[CH:6]=[N:7][CH:8]=1.[OH-].[Na+]. The catalyst class is: 14. (2) Reactant: [Cl:1][C:2]1[CH:7]=[CH:6][C:5]([N:8]2[CH2:13][CH2:12][N:11]([CH:14]3[CH2:19][CH2:18][CH2:17][CH:16]([C:20](O)=[O:21])[CH2:15]3)[CH2:10][CH2:9]2)=[CH:4][C:3]=1[NH:23][C@@H:24]([C:26]1[CH:31]=[CH:30][C:29]([Cl:32])=[CH:28][C:27]=1[Cl:33])[CH3:25].C[N:35](C(ON1N=NC2C=CC=NC1=2)=[N+](C)C)C.F[P-](F)(F)(F)(F)F.N. Product: [Cl:1][C:2]1[CH:7]=[CH:6][C:5]([N:8]2[CH2:9][CH2:10][N:11]([CH:14]3[CH2:19][CH2:18][CH2:17][CH:16]([C:20]([NH2:35])=[O:21])[CH2:15]3)[CH2:12][CH2:13]2)=[CH:4][C:3]=1[NH:23][C@@H:24]([C:26]1[CH:31]=[CH:30][C:29]([Cl:32])=[CH:28][C:27]=1[Cl:33])[CH3:25]. The catalyst class is: 9.